From a dataset of Forward reaction prediction with 1.9M reactions from USPTO patents (1976-2016). Predict the product of the given reaction. (1) Given the reactants [N+:1]([C:4]1[CH:5]=[C:6]([C:10]2[NH:15][C:14](=[O:16])[C:13]([CH:17]([NH:20][C:21]([CH:23]3[CH2:27][CH2:26][CH2:25][CH2:24]3)=O)[CH2:18][CH3:19])=[N:12][N:11]=2)[CH:7]=[CH:8][CH:9]=1)([O-:3])=[O:2].P(Cl)(Cl)(Cl)=O, predict the reaction product. The product is: [CH:23]1([C:21]2[N:12]3[C:13]([C:14](=[O:16])[NH:15][C:10]([C:6]4[CH:7]=[CH:8][CH:9]=[C:4]([N+:1]([O-:3])=[O:2])[CH:5]=4)=[N:11]3)=[C:17]([CH2:18][CH3:19])[N:20]=2)[CH2:27][CH2:26][CH2:25][CH2:24]1. (2) Given the reactants [Li+].C[Si]([N-][Si](C)(C)C)(C)C.[Cl:11][C:12]1[C:17]([C:18]([NH2:20])=[O:19])=[CH:16][C:15]([F:21])=[C:14]([F:22])[N:13]=1.[CH:23](N1CCOCC1)=[O:24], predict the reaction product. The product is: [Cl:11][C:12]1[C:17]2[C:18](=[O:19])[NH:20][CH:23]([OH:24])[C:16]=2[C:15]([F:21])=[C:14]([F:22])[N:13]=1. (3) Given the reactants Cl[C:2]1[N:7]=[C:6]([O:8][CH3:9])[N:5]=[C:4]([NH:10][CH2:11][CH2:12][C:13]2[CH:18]=[CH:17][C:16]([O:19][CH3:20])=[CH:15][CH:14]=2)[CH:3]=1.[N:21]1[C:30]2[C:25](=[CH:26][C:27](B(O)O)=[CH:28][CH:29]=2)[CH:24]=[CH:23][CH:22]=1.COCCOC, predict the reaction product. The product is: [CH3:20][O:19][C:16]1[CH:17]=[CH:18][C:13]([CH2:12][CH2:11][NH:10][C:4]2[CH:3]=[C:2]([C:27]3[CH:26]=[C:25]4[C:30](=[CH:29][CH:28]=3)[N:21]=[CH:22][CH:23]=[CH:24]4)[N:7]=[C:6]([O:8][CH3:9])[N:5]=2)=[CH:14][CH:15]=1. (4) Given the reactants [H-].[Na+].CO[C:5]([C:7]1[S:8][CH:9]=[C:10](C)[C:11]=1[NH:12][CH2:13][C:14]1[CH:19]=[CH:18][C:17]([O:20][CH3:21])=[CH:16][CH:15]=1)=[O:6].C([CH:25]([C:29](Cl)=[O:30])[C:26](Cl)=[O:27])C.[O-:32][CH2:33][CH3:34].[Na+], predict the reaction product. The product is: [CH2:33]([O:32][C:29]([C:25]1[C:26](=[O:27])[N:12]([CH2:13][C:14]2[CH:15]=[CH:16][C:17]([O:20][CH3:21])=[CH:18][CH:19]=2)[C:11]2[CH:10]=[CH:9][S:8][C:7]=2[C:5]=1[OH:6])=[O:30])[CH3:34].